From a dataset of NCI-60 drug combinations with 297,098 pairs across 59 cell lines. Regression. Given two drug SMILES strings and cell line genomic features, predict the synergy score measuring deviation from expected non-interaction effect. (1) Drug 1: C1=CC(=CC=C1CC(C(=O)O)N)N(CCCl)CCCl.Cl. Drug 2: COC1=NC(=NC2=C1N=CN2C3C(C(C(O3)CO)O)O)N. Cell line: NCI-H322M. Synergy scores: CSS=-1.29, Synergy_ZIP=-0.246, Synergy_Bliss=-2.46, Synergy_Loewe=-4.28, Synergy_HSA=-3.75. (2) Drug 1: C(=O)(N)NO. Drug 2: CC1=C(C=C(C=C1)C(=O)NC2=CC(=CC(=C2)C(F)(F)F)N3C=C(N=C3)C)NC4=NC=CC(=N4)C5=CN=CC=C5. Cell line: MALME-3M. Synergy scores: CSS=-0.0170, Synergy_ZIP=0.247, Synergy_Bliss=-1.69, Synergy_Loewe=-3.49, Synergy_HSA=-3.96. (3) Drug 1: C1=CC(=CC=C1CCC2=CNC3=C2C(=O)NC(=N3)N)C(=O)NC(CCC(=O)O)C(=O)O. Drug 2: CCC1(CC2CC(C3=C(CCN(C2)C1)C4=CC=CC=C4N3)(C5=C(C=C6C(=C5)C78CCN9C7C(C=CC9)(C(C(C8N6C)(C(=O)OC)O)OC(=O)C)CC)OC)C(=O)OC)O.OS(=O)(=O)O. Cell line: T-47D. Synergy scores: CSS=23.0, Synergy_ZIP=-4.57, Synergy_Bliss=-1.50, Synergy_Loewe=-1.15, Synergy_HSA=-1.10. (4) Drug 1: CCC1(CC2CC(C3=C(CCN(C2)C1)C4=CC=CC=C4N3)(C5=C(C=C6C(=C5)C78CCN9C7C(C=CC9)(C(C(C8N6C=O)(C(=O)OC)O)OC(=O)C)CC)OC)C(=O)OC)O.OS(=O)(=O)O. Drug 2: COC1=C2C(=CC3=C1OC=C3)C=CC(=O)O2. Cell line: HCC-2998. Synergy scores: CSS=16.3, Synergy_ZIP=-2.51, Synergy_Bliss=-0.447, Synergy_Loewe=-24.5, Synergy_HSA=-8.33. (5) Drug 1: C1=CC(=CC=C1CCCC(=O)O)N(CCCl)CCCl. Drug 2: C1=CC(=CC=C1C#N)C(C2=CC=C(C=C2)C#N)N3C=NC=N3. Cell line: M14. Synergy scores: CSS=-6.55, Synergy_ZIP=-6.80, Synergy_Bliss=-9.40, Synergy_Loewe=-11.4, Synergy_HSA=-10.9. (6) Drug 1: CC1=CC=C(C=C1)C2=CC(=NN2C3=CC=C(C=C3)S(=O)(=O)N)C(F)(F)F. Drug 2: C1=NC2=C(N=C(N=C2N1C3C(C(C(O3)CO)O)O)F)N. Cell line: A498. Synergy scores: CSS=-2.42, Synergy_ZIP=-0.732, Synergy_Bliss=-1.63, Synergy_Loewe=-3.39, Synergy_HSA=-2.88.